From a dataset of Reaction yield outcomes from USPTO patents with 853,638 reactions. Predict the reaction yield, written as a fraction of the theoretical maximum amount of product (1.0 means a 100% yield; for example, 0.34 means a 34% yield). (1) The reactants are [Br:1][CH2:2][C:3](Br)=[O:4].[C:6]([N:13]1[CH2:18][CH2:17][NH:16][CH2:15][CH2:14]1)([O:8][C:9]([CH3:12])([CH3:11])[CH3:10])=[O:7].C(N(CC)CC)C. The catalyst is C1COCC1.C(OCC)(=O)C.O. The product is [C:6]([N:13]1[CH2:14][CH2:15][N:16]([C:3](=[O:4])[CH2:2][Br:1])[CH2:17][CH2:18]1)([O:8][C:9]([CH3:12])([CH3:11])[CH3:10])=[O:7]. The yield is 0.930. (2) The reactants are C(O[C:4]([C:6]1[CH:7]=[C:8]2[C:12](=[CH:13][CH:14]=1)[NH:11][N:10]=[C:9]2[C:15]1[CH:24]=[CH:23][C:22]2[C:17](=[CH:18][CH:19]=[C:20]([O:25][CH2:26][CH:27]3[CH2:31][CH2:30][C:29](=[O:32])[N:28]3[CH3:33])[CH:21]=2)[CH:16]=1)=[NH:5])C.[N:34]1([CH2:39][C:40]([NH:42][NH2:43])=O)[CH2:38][CH2:37][CH2:36][CH2:35]1.C(N(CC)CC)C. No catalyst specified. The product is [CH3:33][N:28]1[CH:27]([CH2:26][O:25][C:20]2[CH:19]=[CH:18][C:17]3[C:22](=[CH:23][CH:24]=[C:15]([C:9]4[C:8]5[C:12](=[CH:13][CH:14]=[C:6]([C:4]6[N:5]=[C:40]([CH2:39][N:34]7[CH2:38][CH2:37][CH2:36][CH2:35]7)[NH:42][N:43]=6)[CH:7]=5)[NH:11][N:10]=4)[CH:16]=3)[CH:21]=2)[CH2:31][CH2:30][C:29]1=[O:32]. The yield is 0.0500. (3) The reactants are [F:1][C:2]([F:17])([F:16])[S:3][C:4]1[CH:15]=[CH:14][C:7]([CH2:8][CH:9]([C:12]#[N:13])[C:10]#[N:11])=[CH:6][CH:5]=1.[H-].[Na+].[Cl:20][C:21]([CH2:23]Cl)=[CH2:22]. The catalyst is CN(C)C=O. The product is [Cl:20][C:21](=[CH2:22])[CH2:23][C:9]([CH2:8][C:7]1[CH:6]=[CH:5][C:4]([S:3][C:2]([F:16])([F:1])[F:17])=[CH:15][CH:14]=1)([C:12]#[N:13])[C:10]#[N:11]. The yield is 0.470. (4) The reactants are [C:1]([C:3]1[CH:8]=[CH:7][C:6](F)=[CH:5][N:4]=1)#[N:2].[CH3:10][O-:11].[Na+]. The product is [C:1]([C:3]1[CH:8]=[CH:7][C:6]([O:11][CH3:10])=[CH:5][N:4]=1)#[N:2]. The yield is 0.430. The catalyst is C(OCC)(=O)C. (5) The reactants are [C:1]([C:3]1[N:4]([CH3:9])[CH:5]=[C:6]([NH2:8])[CH:7]=1)#[N:2].C(N(CC)CC)C.[CH3:17][S:18](Cl)(=[O:20])=[O:19]. The catalyst is ClCCl.Cl. The product is [CH3:17][S:18]([NH:8][C:6]1[CH:7]=[C:3]([C:1]#[N:2])[N:4]([CH3:9])[CH:5]=1)(=[O:20])=[O:19]. The yield is 0.785. (6) The reactants are [C:1]([O:5][C:6]([NH:8][C@@H:9]1[C:23](=[O:24])[N:22]2[CH2:25][C@H:26]([O:28][C:29]([N:31]3[CH2:39][C:38]4[C:33](=[CH:34][CH:35]=[CH:36][C:37]=4[F:40])[CH2:32]3)=[O:30])[CH2:27][C@H:21]2[C:20](=[O:41])[NH:19][C@:18]2([C:43]([OH:45])=O)[CH2:42][C@H:17]2[CH:16]=[CH:15][CH2:14][CH2:13][CH2:12][O:11][CH2:10]1)=[O:7])([CH3:4])([CH3:3])[CH3:2].N1(C(N2C=CN=C2)=O)C=CN=C1.[CH:58]1([S:61]([NH2:64])(=[O:63])=[O:62])[CH2:60][CH2:59]1.C1CCN2C(=NCCC2)CC1.S([O-])(O)(=O)=O.[K+]. The catalyst is C1(C)C=CC=CC=1.O. The product is [F:40][C:37]1[CH:36]=[CH:35][CH:34]=[C:33]2[C:38]=1[CH2:39][N:31]([C:29]([O:28][C@H:26]1[CH2:25][N:22]3[C:23](=[O:24])[C@@H:9]([NH:8][C:6]([O:5][C:1]([CH3:2])([CH3:3])[CH3:4])=[O:7])[CH2:10][O:11][CH2:12][CH2:13][CH2:14][CH:15]=[CH:16][C@@H:17]4[CH2:42][C@@:18]4([C:43](=[O:45])[NH:64][S:61]([CH:58]4[CH2:60][CH2:59]4)(=[O:63])=[O:62])[NH:19][C:20](=[O:41])[C@@H:21]3[CH2:27]1)=[O:30])[CH2:32]2. The yield is 0.930. (7) The reactants are [H-].[Na+].[CH2:3]([N:5]([CH2:9][CH3:10])[CH2:6][CH2:7][OH:8])[CH3:4].FC1C([O:18][C:19]([C:21]2[NH:22][C:23]3[C:28]([C:29]=2[NH:30][C:31]2[CH:36]=[CH:35][N:34]=[CH:33][CH:32]=2)=[CH:27][CH:26]=[CH:25][CH:24]=3)=O)=C(F)C(F)=C(F)C=1F. The catalyst is CN1CCCC1=O.CO.C(OCC)(=O)C. The product is [CH2:3]([N:5]([CH2:9][CH3:10])[CH2:6][CH2:7][O:8][C:19]([C:21]1[NH:22][C:23]2[C:28]([C:29]=1[NH:30][C:31]1[CH:36]=[CH:35][N:34]=[CH:33][CH:32]=1)=[CH:27][CH:26]=[CH:25][CH:24]=2)=[O:18])[CH3:4]. The yield is 0.310. (8) The reactants are [Cl:1][C:2]1[CH:10]=[CH:9][CH:8]=[C:7]([Cl:11])[C:3]=1[CH:4]=[N:5][OH:6].ClN1C(=O)CCC1=O.[CH3:20][CH:21]([CH2:30][CH3:31])[C:22](=O)[CH2:23][C:24](OCC)=[O:25].[O-]CC.[Na+].C(O)C.[H-].C([Al+]CC(C)C)C(C)C.C1(C)C=CC=CC=1.[C@H](O)(C([O-])=O)[C@@H](O)C([O-])=O.[Na+].[K+]. The catalyst is CN(C=O)C.O1CCCC1.C(=O)=O.ClCCl.CO.C(OCC)(=O)C.CCOCC. The product is [Cl:1][C:2]1[CH:10]=[CH:9][CH:8]=[C:7]([Cl:11])[C:3]=1[C:4]1[C:23]([CH2:24][OH:25])=[C:22]([C@H:21]([CH3:20])[CH2:30][CH3:31])[O:6][N:5]=1. The yield is 0.0600. (9) The reactants are [Cl-].O[NH3+:3].[C:4](=[O:7])([O-])[OH:5].[Na+].CS(C)=O.[CH2:13]([C:17]1[N:18]=[C:19]([CH2:48][CH2:49][O:50][CH3:51])[N:20]([C:39]2[CH:40]=[CH:41][C:42]3[O:46][CH2:45][CH2:44][C:43]=3[CH:47]=2)[C:21](=[O:38])[C:22]=1[CH2:23][C:24]1[CH:29]=[CH:28][C:27]([C:30]2[C:31]([C:36]#[N:37])=[CH:32][CH:33]=[CH:34][CH:35]=2)=[CH:26][CH:25]=1)[CH2:14][CH2:15][CH3:16]. The catalyst is C(OCC)(=O)C. The product is [CH2:13]([C:17]1[N:18]=[C:19]([CH2:48][CH2:49][O:50][CH3:51])[N:20]([C:39]2[CH:40]=[CH:41][C:42]3[O:46][CH2:45][CH2:44][C:43]=3[CH:47]=2)[C:21](=[O:38])[C:22]=1[CH2:23][C:24]1[CH:25]=[CH:26][C:27]([C:30]2[CH:35]=[CH:34][CH:33]=[CH:32][C:31]=2[C:36]2[NH:3][C:4](=[O:7])[O:5][N:37]=2)=[CH:28][CH:29]=1)[CH2:14][CH2:15][CH3:16]. The yield is 0.550. (10) The reactants are [C:1]([O:11][CH2:12][C:13]1[CH:18]=[C:17]([N+:19]([O-])=O)[CH:16]=[C:15]([N+:22]([O-])=O)[CH:14]=1)(=[O:10])/[CH:2]=[CH:3]/[C:4]1[CH:9]=[CH:8][CH:7]=[CH:6][CH:5]=1.O. The catalyst is CC(C)=O.[Fe]. The product is [C:1]([O:11][CH2:12][C:13]1[CH:14]=[C:15]([NH2:22])[CH:16]=[C:17]([NH2:19])[CH:18]=1)(=[O:10])/[CH:2]=[CH:3]/[C:4]1[CH:5]=[CH:6][CH:7]=[CH:8][CH:9]=1. The yield is 0.600.